This data is from Reaction yield outcomes from USPTO patents with 853,638 reactions. The task is: Predict the reaction yield, written as a fraction of the theoretical maximum amount of product (1.0 means a 100% yield; for example, 0.34 means a 34% yield). The reactants are Br[C:2]1[CH:3]=[C:4]([C:7]2[N:11]3[CH:12]=[CH:13][C:14]([C:16]([F:19])([F:18])[F:17])=[N:15][C:10]3=[N:9][CH:8]=2)[S:5][CH:6]=1.B1([C:26]2[CH:31]=[CH:30][CH:29]=[N:28][CH:27]=2)OCCCO1.C(=O)([O-])[O-].[Cs+].[Cs+]. The catalyst is O1CCOCC1.O.C1C=CC([P]([Pd]([P](C2C=CC=CC=2)(C2C=CC=CC=2)C2C=CC=CC=2)([P](C2C=CC=CC=2)(C2C=CC=CC=2)C2C=CC=CC=2)[P](C2C=CC=CC=2)(C2C=CC=CC=2)C2C=CC=CC=2)(C2C=CC=CC=2)C2C=CC=CC=2)=CC=1. The product is [N:28]1[CH:29]=[CH:30][CH:31]=[C:26]([C:2]2[CH:3]=[C:4]([C:7]3[N:11]4[CH:12]=[CH:13][C:14]([C:16]([F:19])([F:18])[F:17])=[N:15][C:10]4=[N:9][CH:8]=3)[S:5][CH:6]=2)[CH:27]=1. The yield is 0.800.